Dataset: Forward reaction prediction with 1.9M reactions from USPTO patents (1976-2016). Task: Predict the product of the given reaction. Given the reactants [H-].[Na+].[OH:3][CH:4]1[CH2:9][CH2:8][N:7]([C:10]([O:12][C:13]([CH3:16])([CH3:15])[CH3:14])=[O:11])[CH2:6][CH2:5]1.Cl[C:18]1[CH:23]=[CH:22][CH:21]=[C:20]([C:24]([F:27])([F:26])[F:25])[N:19]=1, predict the reaction product. The product is: [F:25][C:24]([F:27])([F:26])[C:20]1[N:19]=[C:18]([O:3][CH:4]2[CH2:5][CH2:6][N:7]([C:10]([O:12][C:13]([CH3:16])([CH3:15])[CH3:14])=[O:11])[CH2:8][CH2:9]2)[CH:23]=[CH:22][CH:21]=1.